Task: Binary Classification. Given a miRNA mature sequence and a target amino acid sequence, predict their likelihood of interaction.. Dataset: Experimentally validated miRNA-target interactions with 360,000+ pairs, plus equal number of negative samples (1) The miRNA is hsa-miR-4252 with sequence GGCCACUGAGUCAGCACCA. Result: 1 (interaction). The protein sequence of the target gene is MDSFDLALLQEWDLESLCVYEPDRNALRRKERERRNQETQQDDGTFNSSYSLFSEPYKTNKGDELSNRIQNTLGNYDEMKDFLTDRSNQSHLVGVPKPGVPQTPVNKIDEHFVADSRAQNQPSSICSTTTSTPAAVPVQQSKRGTMGWQKAGHPPSDGQQRATQQGSLRTLLGDGVGRQQPRAKQVCNVEVGLQTQERPPAMAAKHSSSGHCVQNFPPSLASKPSLVQQKPTAYVRPMDGQDQAPDESPKLKSSSETSVHCTSYRGVPASKPEPARAKAKLSKFSIPKQGEESRSGETNS.... (2) The miRNA is hsa-miR-6838-5p with sequence AAGCAGCAGUGGCAAGACUCCU. The protein sequence of the target gene is MEPVTKWSPKQVVDWTRGLDDCLQQYVHKFEREKINGEQLLQISHQDLEELGVTRIGHQELVLEAVDLLCALNYGLETDNMKNLVLKLRASSHNLQNYISSRRKSPAYDGNTSRKAPNEFLTSVVELIGAAKALLAWLDRAPFTGITDFSVTKNKIIQLCLDLTTTVQKDCFVAEMEDKVLTVVKVLNGICDKTIRSTTDPVMSQCACLEEVHLPNIKPGEGLGMYIKSTYDGLHVITGTTENSPADRSQKIHAGDEVIQVNQQTVVGWQLKNLVKKLRENPTGVVLLLKKRPTGSFNFT.... Result: 1 (interaction). (3) The miRNA is hsa-miR-200c-3p with sequence UAAUACUGCCGGGUAAUGAUGGA. The protein sequence of the target gene is MASPGAGRAPPELPERNCGYREVEYWDQRYQGAADSAPYDWFGDFSSFRALLEPELRPEDRILVLGCGNSALSYELFLGGFPNVTSVDYSSVVVAAMQARHAHVPQLRWETMDVRKLDFPSASFDVVLEKGTLDALLAGERDPWTVSSEGVHTVDQVLSEVGFQKGTRQLLGSRTQLELVLAGASLLLAALLLGCLVALGVQYHRDPSHSTCLTEACIRVAGKILESLDRGVSPCEDFYQFSCGGWIRRNPLPDGRSRWNTFNSLWDQNQAILKHLLENTTFNSSSEAEQKTQRFYLSCL.... Result: 0 (no interaction). (4) The miRNA is mmu-miR-7a-1-3p with sequence CAACAAAUCACAGUCUGCCAUA. The protein sequence of the target gene is MAASQCLCCSKFLFQRQNLACFLTNPHCGSLVNADGHGEVWTDWNNMSKFFQYGWRCTTNENTYSNRTLMGNWNQERYDLRNIVQPKPLPSQFGHYFETTYDTSYNNKMPLSTHRFKREPHWFPGHQPELDPPRYKCTEKSTYMNSYSKP. Result: 0 (no interaction).